From a dataset of Catalyst prediction with 721,799 reactions and 888 catalyst types from USPTO. Predict which catalyst facilitates the given reaction. Reactant: [CH3:1][O:2][C:3](=[O:9])[CH2:4][C:5](=[O:8])[CH2:6][CH3:7].[H][H]. Product: [CH3:1][O:2][C:3](=[O:9])[CH2:4][CH:5]([OH:8])[CH2:6][CH3:7]. The catalyst class is: 5.